From a dataset of Forward reaction prediction with 1.9M reactions from USPTO patents (1976-2016). Predict the product of the given reaction. (1) Given the reactants Cl.[NH2:2][C@@H:3]1[CH2:7][C@H:6]([CH2:8][OH:9])[CH:5]=[CH:4]1.C(N(CC)CC)C.[C:17](OC(=O)C)(=[O:19])[CH3:18], predict the reaction product. The product is: [C:17]([NH:2][C@@H:3]1[CH2:7][C@H:6]([CH2:8][OH:9])[CH:5]=[CH:4]1)(=[O:19])[CH3:18]. (2) Given the reactants Cl[C:2]1[C:3]([NH2:9])=[N:4][CH:5]=[N:6][C:7]=1Cl.[NH2:10][C@@H:11]1[CH2:16][CH2:15][CH2:14][N:13]([C:17]([O:19]C(C)(C)C)=O)[CH2:12]1.[O:24]([C:31]1[CH:36]=[CH:35][C:34](B(O)O)=[CH:33][CH:32]=1)[C:25]1[CH:30]=[CH:29][CH:28]=[CH:27][CH:26]=1.[CH3:40][N:41]([CH3:48])[CH2:42]/[CH:43]=[CH:44]/C(O)=O, predict the reaction product. The product is: [NH2:9][C:3]1[N:4]=[CH:5][N:6]=[C:7]([NH:10][C@@H:11]2[CH2:16][CH2:15][CH2:14][N:13]([C:17](=[O:19])/[CH:44]=[CH:43]/[CH2:42][N:41]([CH3:48])[CH3:40])[CH2:12]2)[C:2]=1[C:28]1[CH:29]=[CH:30][C:25]([O:24][C:31]2[CH:36]=[CH:35][CH:34]=[CH:33][CH:32]=2)=[CH:26][CH:27]=1.